Dataset: Catalyst prediction with 721,799 reactions and 888 catalyst types from USPTO. Task: Predict which catalyst facilitates the given reaction. (1) Reactant: [Br:1][C:2]1[N:7]=[CH:6][C:5]([NH2:8])=[CH:4][CH:3]=1.C(N(CC)CC)C.[Cl:16][C:17]1[C:22]([C:23](Cl)=[O:24])=[C:21]([F:26])[C:20]([NH:27][S:28]([CH2:31][CH2:32][CH3:33])(=[O:30])=[O:29])=[CH:19][CH:18]=1. Product: [Br:1][C:2]1[N:7]=[CH:6][C:5]([NH:8][C:23](=[O:24])[C:22]2[C:17]([Cl:16])=[CH:18][CH:19]=[C:20]([NH:27][S:28]([CH2:31][CH2:32][CH3:33])(=[O:30])=[O:29])[C:21]=2[F:26])=[CH:4][CH:3]=1. The catalyst class is: 54. (2) Product: [CH2:15]([C:17]1[CH:24]=[CH:23][C:20]([CH2:21][CH:10]([C:9](=[O:14])[CH3:8])[C:11](=[O:13])[CH3:12])=[CH:19][CH:18]=1)[CH3:16]. Reactant: [I-].[Na+].Cl[Si](C)(C)C.[CH3:8][C:9](=[O:14])[CH2:10][C:11](=[O:13])[CH3:12].[CH2:15]([C:17]1[CH:24]=[CH:23][C:20]([CH:21]=O)=[CH:19][CH:18]=1)[CH3:16].S([O-])([O-])(=O)=S.[Na+].[Na+]. The catalyst class is: 10.